From a dataset of Full USPTO retrosynthesis dataset with 1.9M reactions from patents (1976-2016). Predict the reactants needed to synthesize the given product. Given the product [Cl:18][C:6]1[C:7]2[C:2](=[CH:1][N:10]=[CH:9][CH:8]=2)[C:3]2[CH:15]=[CH:14][CH:13]=[CH:12][C:4]=2[N:5]=1, predict the reactants needed to synthesize it. The reactants are: [CH:1]1[N:10]=[CH:9][CH:8]=[C:7]2[C:2]=1[C:3]1[CH:15]=[CH:14][CH:13]=[CH:12][C:4]=1[NH:5][C:6]2=O.P(Cl)(Cl)([Cl:18])=O.